This data is from Full USPTO retrosynthesis dataset with 1.9M reactions from patents (1976-2016). The task is: Predict the reactants needed to synthesize the given product. (1) The reactants are: [BrH:1].N1C=CC=CC=1.[O:8]1[C:12]2[CH:13]=[CH:14][CH:15]=[CH:16][C:11]=2[CH:10]=[C:9]1[C:17]([CH3:19])=[O:18]. Given the product [O:8]1[C:12]2[CH:13]=[CH:14][CH:15]=[CH:16][C:11]=2[CH:10]=[C:9]1[C:17](=[O:18])[CH2:19][Br:1], predict the reactants needed to synthesize it. (2) Given the product [CH3:1][O:2][C:3]1[CH:4]=[C:5]([CH:32]=[CH:33][C:34]=1[O:35][CH3:36])[CH2:6][CH:7]1[C:13]2[CH:14]=[C:15]([O:20][CH3:21])[C:16]([O:18][CH3:19])=[CH:17][C:12]=2[CH2:11][CH2:10][CH2:9][N:8]1[CH:22]([C:26]1[CH:27]=[CH:28][CH:29]=[CH:30][CH:31]=1)[C:23]([NH:44][CH2:43][C:40]1[CH:41]=[CH:42][N:37]=[CH:38][CH:39]=1)=[O:24], predict the reactants needed to synthesize it. The reactants are: [CH3:1][O:2][C:3]1[CH:4]=[C:5]([CH:32]=[CH:33][C:34]=1[O:35][CH3:36])[CH2:6][CH:7]1[C:13]2[CH:14]=[C:15]([O:20][CH3:21])[C:16]([O:18][CH3:19])=[CH:17][C:12]=2[CH2:11][CH2:10][CH2:9][N:8]1[CH:22]([C:26]1[CH:31]=[CH:30][CH:29]=[CH:28][CH:27]=1)[C:23](O)=[O:24].[N:37]1[CH:42]=[CH:41][C:40]([CH2:43][NH2:44])=[CH:39][CH:38]=1. (3) The reactants are: C[O:2][C:3](=[O:40])[CH2:4][O:5][C:6]1[CH:11]=[CH:10][C:9]([O:12][CH2:13][C:14]#[C:15][C:16]2[CH:21]=[C:20]([C:22]#[C:23][C:24]3[CH:29]=[CH:28][CH:27]=[CH:26][CH:25]=3)[CH:19]=[C:18]([C:30]#[C:31][CH2:32][N:33]3[CH2:38][CH2:37][O:36][CH2:35][CH2:34]3)[CH:17]=2)=[CH:8][C:7]=1[CH3:39].[Li+].[OH-].O.Cl. Given the product [CH3:39][C:7]1[CH:8]=[C:9]([O:12][CH2:13][C:14]#[C:15][C:16]2[CH:21]=[C:20]([C:22]#[C:23][C:24]3[CH:25]=[CH:26][CH:27]=[CH:28][CH:29]=3)[CH:19]=[C:18]([C:30]#[C:31][CH2:32][N:33]3[CH2:38][CH2:37][O:36][CH2:35][CH2:34]3)[CH:17]=2)[CH:10]=[CH:11][C:6]=1[O:5][CH2:4][C:3]([OH:40])=[O:2], predict the reactants needed to synthesize it. (4) Given the product [Br:1][C:2]1[C:3]([CH3:20])=[C:4]([N+:17]([O-:19])=[O:18])[C:5]([CH3:8])=[N:6][CH:7]=1, predict the reactants needed to synthesize it. The reactants are: [Br:1][C:2]1[C:3]([CH3:20])=[C:4]([N+:17]([O-:19])=[O:18])[C:5]([CH:8](C(OC)=O)C(OC)=O)=[N:6][CH:7]=1.Cl. (5) Given the product [NH2:1][C:2]1[CH:7]=[C:6]([C:8]2[CH:13]=[CH:12][C:11]([C:14]([F:16])([F:15])[F:17])=[C:10]([F:18])[C:9]=2[CH3:19])[N:5]=[C:4]([C:20]([OH:22])=[O:21])[C:3]=1[Cl:24], predict the reactants needed to synthesize it. The reactants are: [NH2:1][C:2]1[CH:7]=[C:6]([C:8]2[CH:13]=[CH:12][C:11]([C:14]([F:17])([F:16])[F:15])=[C:10]([F:18])[C:9]=2[CH3:19])[N:5]=[C:4]([C:20]([O:22]C)=[O:21])[C:3]=1[Cl:24].[OH-].[Na+]. (6) Given the product [C:7]([OH:9])(=[O:8])[CH2:6][CH2:5][CH2:4][CH:3]=[CH:2][CH2:11][CH2:12][CH2:13][CH3:14], predict the reactants needed to synthesize it. The reactants are: Br[CH:2]([CH2:11][CH2:12][CH2:13][CH3:14])[CH2:3][CH2:4][CH2:5][CH2:6][C:7]([O:9]C)=[O:8].N1C2C(=CC=CC=2)C=CC=1.C(OC)(=O)CCCC=CCCCC.C(OC)(=O)CCCCC=CCCC.C(O)(=O)CCCCC=CCCC. (7) The reactants are: S1CCNC1.CC1(C)S[C@@H]2[C@H](NC(COC3C=CC=CC=3)=O)[C:13](=[O:14])N2[C@H]1C(O)=O.[CH3:30][C:31]1([CH3:55])[S:37][C@H:36]2[N:33]([C:34](=[O:50])[C@H:35]2[NH:38][C:39](=[O:49])[CH:40]([O:42][C:43]2[CH:48]=[CH:47][CH:46]=[CH:45][CH:44]=2)C)[C@H:32]1[C:51]([O:53][CH3:54])=[O:52].[CH2:56]([NH2:63])[C:57]1[CH:62]=[CH:61][CH:60]=[CH:59][CH:58]=1. Given the product [CH3:13][O:14][C:60]1[CH:61]=[CH:62][C:57]([CH2:56][NH:63][C:34](=[O:50])[C@H:35]([C@@H:36]2[NH:33][C@@H:32]([C:51]([O:53][CH3:54])=[O:52])[C:31]([CH3:30])([CH3:55])[S:37]2)[NH:38][C:39](=[O:49])[CH2:40][O:42][C:43]2[CH:44]=[CH:45][CH:46]=[CH:47][CH:48]=2)=[CH:58][CH:59]=1, predict the reactants needed to synthesize it. (8) Given the product [F:22][C:2]([F:1])([C:10]1[CH:11]=[C:12]2[C:17](=[CH:18][CH:19]=1)[N:16]=[CH:15][C:14]([O:20][CH3:21])=[CH:13]2)[C:3]([OH:5])=[O:4], predict the reactants needed to synthesize it. The reactants are: [F:1][C:2]([F:22])([C:10]1[CH:11]=[C:12]2[C:17](=[CH:18][CH:19]=1)[N:16]=[CH:15][C:14]([O:20][CH3:21])=[CH:13]2)[C:3]([O:5]C(C)(C)C)=[O:4].FC(F)(F)C(O)=O.C([SiH](CC)CC)C. (9) The reactants are: [Br:1][C:2]1[CH:7]=[CH:6][C:5]2[O:8][CH:9]3[CH2:14][CH2:13][N:12]([CH3:15])[CH2:11][CH:10]3[C:16]3([C:20](=[O:21])NC(=O)[NH:17]3)[C:4]=2[CH:3]=1.[OH-:23].[K+].Cl. Given the product [NH2:17][C:16]1([C:20]([OH:23])=[O:21])[CH:10]2[CH2:11][N:12]([CH3:15])[CH2:13][CH2:14][CH:9]2[O:8][C:5]2[CH:6]=[CH:7][C:2]([Br:1])=[CH:3][C:4]1=2, predict the reactants needed to synthesize it.